Dataset: Full USPTO retrosynthesis dataset with 1.9M reactions from patents (1976-2016). Task: Predict the reactants needed to synthesize the given product. (1) Given the product [CH2:9]([NH:16][C:17](=[O:18])[NH:1][C:2]([CH3:8])([CH3:7])[CH2:3][C:4]([OH:6])=[O:5])[C:10]1[CH:15]=[CH:14][CH:13]=[CH:12][CH:11]=1, predict the reactants needed to synthesize it. The reactants are: [NH2:1][C:2]([CH3:8])([CH3:7])[CH2:3][C:4]([OH:6])=[O:5].[CH2:9]([N:16]=[C:17]=[O:18])[C:10]1[CH:15]=[CH:14][CH:13]=[CH:12][CH:11]=1. (2) Given the product [CH3:1][C@H:2]1[C@H:7]([CH3:8])[N:6]2[N:9]=[CH:10][C:11]([N:12]3[CH2:16][CH2:15][CH2:14][C:13]3=[O:17])=[C:5]2[CH2:4][N:3]1[C:18]([NH:43][C:37]1[CH:36]=[C:35]([F:34])[C:40]([F:41])=[C:39]([F:42])[CH:38]=1)=[O:20], predict the reactants needed to synthesize it. The reactants are: [CH3:1][C@H:2]1[C@H:7]([CH3:8])[N:6]2[N:9]=[CH:10][C:11]([N:12]3[CH2:16][CH2:15][CH2:14][C:13]3=[O:17])=[C:5]2[CH2:4][N:3]1[C:18]([O:20]C(C)(C)C)=O.C(N(C(C)C)C(C)C)C.[F:34][C:35]1[CH:36]=[C:37]([NH:43]C(=O)OC2C=CC=CC=2)[CH:38]=[C:39]([F:42])[C:40]=1[F:41]. (3) The reactants are: Cl[C:2]1[C:11]2[C:6](=[CH:7][CH:8]=[CH:9][CH:10]=2)[N:5]=[C:4]([CH2:12][O:13][C:14]2[CH:19]=[CH:18][CH:17]=[CH:16][CH:15]=2)[N:3]=1.[NH2:20][C:21]1[CH:25]=[C:24]([CH:26]2[CH2:28][CH2:27]2)[NH:23][N:22]=1. Given the product [CH:26]1([C:24]2[CH:25]=[C:21]([NH:20][C:2]3[C:11]4[C:6](=[CH:7][CH:8]=[CH:9][CH:10]=4)[N:5]=[C:4]([CH2:12][O:13][C:14]4[CH:19]=[CH:18][CH:17]=[CH:16][CH:15]=4)[N:3]=3)[NH:22][N:23]=2)[CH2:28][CH2:27]1, predict the reactants needed to synthesize it. (4) Given the product [CH3:27][N:28]([CH3:29])[CH2:11][CH2:10][C@H:9]([N:13]1[CH2:17][CH2:16][C@H:15]([NH:18][C:19](=[O:25])[O:20][C:21]([CH3:23])([CH3:22])[CH3:24])[C:14]1=[O:26])[C:7]([N:1]1[CH2:2][CH2:3][O:4][CH2:5][CH2:6]1)=[O:8], predict the reactants needed to synthesize it. The reactants are: [N:1]1([C:7]([C@@H:9]([N:13]2[CH2:17][CH2:16][C@H:15]([NH:18][C:19](=[O:25])[O:20][C:21]([CH3:24])([CH3:23])[CH3:22])[C:14]2=[O:26])[CH2:10][CH:11]=O)=[O:8])[CH2:6][CH2:5][O:4][CH2:3][CH2:2]1.[CH3:27][NH:28][CH3:29].C1COCC1. (5) Given the product [Cl:40][C:12]1[CH:11]=[C:10]([CH:15]=[CH:14][C:13]=1[C:16]1[CH:21]=[CH:20][C:19]([NH:22][C:23]([C:25]2[N:26]=[C:27]([C:34]3[CH:35]=[CH:36][CH:37]=[CH:38][CH:39]=3)[O:28][C:29]=2[C:30]([F:31])([F:33])[F:32])=[O:24])=[CH:18][N:17]=1)[C:9]([NH:8][CH:4]([CH:5]([CH3:6])[CH3:7])[C:3]([OH:42])=[O:2])=[O:41], predict the reactants needed to synthesize it. The reactants are: C[O:2][C:3](=[O:42])[C@@H:4]([NH:8][C:9](=[O:41])[C:10]1[CH:15]=[CH:14][C:13]([C:16]2[CH:21]=[CH:20][C:19]([NH:22][C:23]([C:25]3[N:26]=[C:27]([C:34]4[CH:39]=[CH:38][CH:37]=[CH:36][CH:35]=4)[O:28][C:29]=3[C:30]([F:33])([F:32])[F:31])=[O:24])=[CH:18][N:17]=2)=[C:12]([Cl:40])[CH:11]=1)[CH:5]([CH3:7])[CH3:6].CO.O.O.[OH-].[Li+]. (6) The reactants are: [Cl:1][C:2]1[CH:3]=[CH:4][C:5]2[C:6](=[N:8][O:9][N+:10]=2[O-])[N:7]=1.C1(P(C2C=CC=CC=2)C2C=CC=CC=2)C=CC=CC=1. Given the product [Cl:1][C:2]1[CH:3]=[CH:4][C:5]2[C:6](=[N:8][O:9][N:10]=2)[N:7]=1, predict the reactants needed to synthesize it.